Dataset: Catalyst prediction with 721,799 reactions and 888 catalyst types from USPTO. Task: Predict which catalyst facilitates the given reaction. Reactant: [F:1][C:2]1[CH:7]=[CH:6][C:5]([Mg]Br)=[CH:4][CH:3]=1.[CH3:10][C:11]1[CH:18]=[C:17]([CH3:19])[CH:16]=[CH:15][C:12]=1[C:13]#[N:14].CO.[BH4-].[Na+]. Product: [CH3:10][C:11]1[CH:18]=[C:17]([CH3:19])[CH:16]=[CH:15][C:12]=1[CH:13]([C:5]1[CH:6]=[CH:7][C:2]([F:1])=[CH:3][CH:4]=1)[NH2:14]. The catalyst class is: 1.